From a dataset of Catalyst prediction with 721,799 reactions and 888 catalyst types from USPTO. Predict which catalyst facilitates the given reaction. (1) Reactant: [F:1][C:2]1[CH:7]=[CH:6][CH:5]=[C:4]([F:8])[C:3]=1[C:9]1[C:10]([C:18]2[CH:23]=[CH:22][C:21]([OH:24])=[CH:20][CH:19]=2)=[N:11][N:12]([CH3:17])[C:13]=1[CH:14]=[N:15][OH:16].O.[NH2:26]O.CCOC(C)=O. Product: [F:8][C:4]1[CH:5]=[CH:6][CH:7]=[C:2]([F:1])[C:3]=1[C:9]1[C:10]([C:18]2[CH:19]=[CH:20][C:21]([OH:24])=[CH:22][CH:23]=2)=[N:11][N:12]([CH3:17])[C:13]=1/[C:14](=[N:15]/[OH:16])/[NH2:26]. The catalyst class is: 152. (2) Reactant: [C:1]1([CH2:7][Mg]Cl)[CH:6]=[CH:5][CH:4]=[CH:3][CH:2]=1.[I-].[CH3:11][N+:12]1[CH:17]=[CH:16][C:15]([CH3:18])=[CH:14][C:13]=1[CH3:19]. Product: [CH2:7]([CH:17]1[CH:16]=[C:15]([CH3:18])[CH:14]=[C:13]([CH3:19])[N:12]1[CH3:11])[C:1]1[CH:6]=[CH:5][CH:4]=[CH:3][CH:2]=1. The catalyst class is: 28. (3) Reactant: [CH2:1]=[C:2]([CH:4]1[CH2:15][CH2:14][CH2:13][CH2:12][CH2:11][CH2:10][CH2:9][CH2:8][CH2:7][CH2:6][C:5]1=[O:16])[CH3:3].[CH3:17][O:18][N:19]=[CH:20][CH3:21].Cl[Sn](Cl)(Cl)Cl. Product: [CH3:17][O:18][N:19]1[CH:20]([CH3:21])[CH2:3][C:2]([CH3:1])=[CH:4][CH2:15][CH2:14][CH2:13][CH2:12][CH2:11][CH2:10][CH2:9][CH2:8][CH2:7][CH2:6][C:5]1=[O:16]. The catalyst class is: 26. (4) Reactant: I[C:2]1[C:7]([N+:8]([O-:10])=[O:9])=[CH:6][CH:5]=[CH:4][C:3]=1[N+:11]([O-:13])=[O:12].C(=O)=O.C(O)(C)C.C1([Mg]Br)C=CC=CC=1.[CH:29](=[O:33])[CH:30]([CH3:32])[CH3:31]. Product: [N+:11]([C:3]1[CH:4]=[CH:5][CH:6]=[C:7]([N+:8]([O-:10])=[O:9])[C:2]=1[CH:29]([OH:33])[CH:30]([CH3:32])[CH3:31])([O-:13])=[O:12]. The catalyst class is: 7. (5) Reactant: [N:1]1[CH:6]=[CH:5][C:4]([C:7]2[CH:8]=[C:9]([NH:12]C(=O)C)[NH:10][N:11]=2)=[CH:3][CH:2]=1. Product: [NH2:12][C:9]1[NH:10][N:11]=[C:7]([C:4]2[CH:5]=[CH:6][N:1]=[CH:2][CH:3]=2)[CH:8]=1. The catalyst class is: 33. (6) Reactant: Br[C:2]1[CH:35]=[C:34]([Cl:36])[CH:33]=[CH:32][C:3]=1[CH2:4][CH2:5][NH:6][C:7]([C:9]1[CH:31]=[CH:30][C:12]([O:13][C:14]2[CH:23]=[C:22]3[C:17]([CH:18]([C:24]([O:26][CH2:27][CH3:28])=[O:25])[CH2:19][CH2:20][O:21]3)=[CH:16][C:15]=2[Cl:29])=[CH:11][CH:10]=1)=[O:8].P([O-])([O-])([O-])=O.[K+].[K+].[K+].C1(P([CH:58]2[CH2:63][CH2:62]CCC2)C2CCCCC2)CCCCC1.C1(B(O)O)CC1. Product: [Cl:29][C:15]1[CH:16]=[C:17]2[C:22](=[CH:23][C:14]=1[O:13][C:12]1[CH:30]=[CH:31][C:9]([C:7](=[O:8])[NH:6][CH2:5][CH2:4][C:3]3[CH:32]=[CH:33][C:34]([Cl:36])=[CH:35][C:2]=3[CH:62]3[CH2:63][CH2:58]3)=[CH:10][CH:11]=1)[O:21][CH2:20][CH2:19][CH:18]2[C:24]([O:26][CH2:27][CH3:28])=[O:25]. The catalyst class is: 493. (7) Reactant: Br[C:2]1[C:10]2[C:5](=[N:6][C:7]([CH3:22])=[CH:8][C:9]=2[NH:11][S:12]([C:15]2[CH:20]=[CH:19][CH:18]=[C:17]([Cl:21])[CH:16]=2)(=[O:14])=[O:13])[S:4][C:3]=1[C:23]1[CH:24]=[N:25][NH:26][CH:27]=1.[Li]CCCC.C1C=CC(S(N(S(C2C=CC=CC=2)(=O)=O)[F:43])(=O)=O)=CC=1. Product: [Cl:21][C:17]1[CH:16]=[C:15]([S:12]([NH:11][C:9]2[CH:8]=[C:7]([CH3:22])[N:6]=[C:5]3[S:4][C:3]([C:23]4[CH:24]=[N:25][NH:26][CH:27]=4)=[C:2]([F:43])[C:10]=23)(=[O:14])=[O:13])[CH:20]=[CH:19][CH:18]=1. The catalyst class is: 1. (8) Reactant: [Br-].[CH2:2]([N+:11]1[CH:16]=[CH:15][CH:14]=[CH:13][CH:12]=1)[C:3]([C:5]1[CH:10]=[CH:9][CH:8]=[CH:7][CH:6]=1)=[O:4].[Cr](O[Cr]([O-])(=O)=O)([O-])(=O)=O.C(=O)(O)[O-].[Na+].[C:31](#[N:34])[CH:32]=[CH2:33]. Product: [C:3]([C:2]1[N:11]2[C:16]([CH:15]=[CH:14][CH:13]=[CH:12]2)=[C:32]([C:31]#[N:34])[CH:33]=1)(=[O:4])[C:5]1[CH:10]=[CH:9][CH:8]=[CH:7][CH:6]=1. The catalyst class is: 9.